From a dataset of Reaction yield outcomes from USPTO patents with 853,638 reactions. Predict the reaction yield, written as a fraction of the theoretical maximum amount of product (1.0 means a 100% yield; for example, 0.34 means a 34% yield). The reactants are [NH3:1].[Cl:2][C:3]1[C:8]([NH2:9])=[C:7](Cl)[N:6]=[CH:5][N:4]=1. The catalyst is CO. The product is [Cl:2][C:3]1[N:4]=[CH:5][N:6]=[C:7]([NH2:1])[C:8]=1[NH2:9]. The yield is 0.710.